Task: Predict the product of the given reaction.. Dataset: Forward reaction prediction with 1.9M reactions from USPTO patents (1976-2016) (1) Given the reactants C([O-])([O-])=O.[K+].[K+].[Na+].[I-].Cl[CH2:10][CH2:11][CH2:12][CH2:13][CH2:14][C:15]([C:17]1[CH:22]=[CH:21][CH:20]=[C:19]([F:23])[CH:18]=1)=[O:16].[CH3:24][CH:25]([CH3:41])[C:26]([NH:28][C:29]1[CH:34]=[CH:33][CH:32]=[C:31]([CH:35]2[CH2:40][CH2:39][NH:38][CH2:37][CH2:36]2)[CH:30]=1)=[O:27], predict the reaction product. The product is: [F:23][C:19]1[CH:18]=[C:17]([C:15](=[O:16])[CH2:14][CH2:13][CH2:12][CH2:11][CH2:10][N:38]2[CH2:39][CH2:40][CH:35]([C:31]3[CH:30]=[C:29]([NH:28][C:26](=[O:27])[CH:25]([CH3:24])[CH3:41])[CH:34]=[CH:33][CH:32]=3)[CH2:36][CH2:37]2)[CH:22]=[CH:21][CH:20]=1. (2) Given the reactants [Cl:1][C:2]1[N:3]=[C:4]([N:11]2[CH2:16][CH2:15][O:14][CH2:13][CH2:12]2)[C:5]2[S:10][CH:9]=[CH:8][C:6]=2[N:7]=1.C([Li])CCC.CCCCCC.CN([CH:31]=[O:32])C, predict the reaction product. The product is: [Cl:1][C:2]1[N:3]=[C:4]([N:11]2[CH2:16][CH2:15][O:14][CH2:13][CH2:12]2)[C:5]2[S:10][C:9]([CH:31]=[O:32])=[CH:8][C:6]=2[N:7]=1. (3) Given the reactants [CH3:1][O:2][C:3]1[CH:8]=[CH:7][C:6]([C:9]2[CH:10]=[N:11][C:12]([NH:15][C:16]3[CH:21]=[CH:20][C:19]([O:22][C:23]([N:25]4[CH2:30][CH2:29][N:28]([CH3:31])[CH2:27][CH2:26]4)=[O:24])=[CH:18][CH:17]=3)=[N:13][CH:14]=2)=[CH:5][CH:4]=1.BrC1C=NC(NC2C=CC(OC(N3CCN(C)CC3)=O)=CC=2)=NC=1.COC1C=CC(B(O)O)=CC=1.C([O-])([O-])=O.[K+].[K+], predict the reaction product. The product is: [NH4+:11].[OH-:2].[CH3:1][O:2][C:3]1[CH:4]=[CH:5][C:6]([C:9]2[CH:14]=[N:13][C:12]([NH:15][C:16]3[CH:17]=[CH:18][C:19]([O:22][C:23]([N:25]4[CH2:26][CH2:27][N:28]([CH3:31])[CH2:29][CH2:30]4)=[O:24])=[CH:20][CH:21]=3)=[N:11][CH:10]=2)=[CH:7][CH:8]=1. (4) The product is: [C:1]([O:5][C:6](=[O:36])[N:7]([C@@H:19]1[C@@H:24]([OH:25])[C@H:23]([CH2:26][C:27]2[CH:28]=[CH:29][C:30]([Br:33])=[CH:31][CH:32]=2)[CH2:22][S:21](=[O:35])(=[O:34])[CH2:20]1)[CH2:8][C:9]1[CH:14]=[CH:13][CH:12]=[C:11]([C:15]([CH3:17])([CH3:18])[CH3:16])[CH:10]=1)([CH3:2])([CH3:3])[CH3:4]. Given the reactants [C:1]([O:5][C:6](=[O:36])[N:7]([C@@H:19]1[C:24](=[O:25])[C@H:23]([CH2:26][C:27]2[CH:32]=[CH:31][C:30]([Br:33])=[CH:29][CH:28]=2)[CH2:22][S:21](=[O:35])(=[O:34])[CH2:20]1)[CH2:8][C:9]1[CH:14]=[CH:13][CH:12]=[C:11]([C:15]([CH3:18])([CH3:17])[CH3:16])[CH:10]=1)([CH3:4])([CH3:3])[CH3:2], predict the reaction product. (5) Given the reactants [C:1]1([S:7]([NH:10][C:11]2[CH:12]=[C:13]([CH:26]=[C:27]([O:31][CH3:32])[C:28]=2[O:29][CH3:30])[C:14]([NH:16][C:17]2[CH:25]=[CH:24][C:20]([C:21]([OH:23])=[O:22])=[CH:19][CH:18]=2)=[O:15])(=[O:9])=[O:8])[CH:6]=[CH:5][CH:4]=[CH:3][CH:2]=1.[C:33]1(S(Cl)(=O)=O)C=CC=C[CH:34]=1, predict the reaction product. The product is: [CH2:33]([O:22][C:21](=[O:23])[C:20]1[CH:24]=[CH:25][C:17]([NH:16][C:14](=[O:15])[C:13]2[CH:26]=[C:27]([O:31][CH3:32])[C:28]([O:29][CH3:30])=[C:11]([NH:10][S:7]([C:1]3[CH:6]=[CH:5][CH:4]=[CH:3][CH:2]=3)(=[O:9])=[O:8])[CH:12]=2)=[CH:18][CH:19]=1)[CH3:34]. (6) Given the reactants [NH:1]1[CH:5]=[CH:4][N:3]=[C:2]1[C:6]1[N:11]=[CH:10][C:9]([C:12]2[CH:13]=[CH:14][C:15]3[O:21][CH2:20][CH2:19][N:18]([C:22](Cl)=[O:23])[CH2:17][C:16]=3[CH:25]=2)=[CH:8][CH:7]=1.C(N(C(C)C)CC)(C)C.Cl.[C:36]([CH:38]1[CH2:43][CH2:42][NH:41][CH2:40][CH2:39]1)#[N:37], predict the reaction product. The product is: [NH:1]1[CH:5]=[CH:4][N:3]=[C:2]1[C:6]1[N:11]=[CH:10][C:9]([C:12]2[CH:13]=[CH:14][C:15]3[O:21][CH2:20][CH2:19][N:18]([C:22]([N:41]4[CH2:42][CH2:43][CH:38]([C:36]#[N:37])[CH2:39][CH2:40]4)=[O:23])[CH2:17][C:16]=3[CH:25]=2)=[CH:8][CH:7]=1. (7) Given the reactants [H-].[Na+].[Cl:3][C:4]1[CH:12]=[C:11]2[C:7]([C:8]([CH2:13][C:14]([O:16][CH2:17][CH3:18])=[O:15])=[N:9][NH:10]2)=[CH:6][CH:5]=1.I[CH3:20].O, predict the reaction product. The product is: [Cl:3][C:4]1[CH:12]=[C:11]2[C:7]([C:8]([CH2:13][C:14]([O:16][CH2:17][CH3:18])=[O:15])=[N:9][N:10]2[CH3:20])=[CH:6][CH:5]=1. (8) Given the reactants N12CCCN=C1CC[CH2:4][CH2:3][CH2:2]2.IC(C)C.[OH:16][C@H:17]([C:23]1[CH:28]=[CH:27][C:26]([N:29]2[C:33](=[O:34])[CH2:32][O:31][C@@H:30]2[CH2:35][CH2:36][CH2:37][C:38]2[S:42][C:41]([C:43]([OH:45])=[O:44])=[CH:40][CH:39]=2)=[CH:25][CH:24]=1)[CH2:18][CH2:19][CH2:20][CH2:21][CH3:22], predict the reaction product. The product is: [OH:16][C@H:17]([C:23]1[CH:24]=[CH:25][C:26]([N:29]2[C:33](=[O:34])[CH2:32][O:31][C@@H:30]2[CH2:35][CH2:36][CH2:37][C:38]2[S:42][C:41]([C:43]([O:45][CH:3]([CH3:4])[CH3:2])=[O:44])=[CH:40][CH:39]=2)=[CH:27][CH:28]=1)[CH2:18][CH2:19][CH2:20][CH2:21][CH3:22]. (9) Given the reactants O1CCCCC1[O:7][NH:8][C:9]([C:11]1[CH:12]=[N:13][C:14]([N:17]2[CH2:22][CH:21]3[CH:19]([CH:20]3[N:23]([CH3:37])[S:24]([C:27]3[CH:36]=[CH:35][C:34]4[C:29](=[CH:30][CH:31]=[CH:32][CH:33]=4)[CH:28]=3)(=[O:26])=[O:25])[CH2:18]2)=[N:15][CH:16]=1)=[O:10].C(O)(C(F)(F)F)=O.C(Cl)Cl.CO, predict the reaction product. The product is: [OH:7][NH:8][C:9]([C:11]1[CH:16]=[N:15][C:14]([N:17]2[CH2:22][CH:21]3[CH:19]([CH:20]3[N:23]([CH3:37])[S:24]([C:27]3[CH:36]=[CH:35][C:34]4[C:29](=[CH:30][CH:31]=[CH:32][CH:33]=4)[CH:28]=3)(=[O:26])=[O:25])[CH2:18]2)=[N:13][CH:12]=1)=[O:10]. (10) The product is: [Cl:1][C:2]1[CH:13]=[CH:12][C:5]([O:6][C@@H:7]([CH3:11])[C:8]([OH:10])=[O:9])=[C:4]([O:14][C:16]2[CH:21]=[CH:20][C:19]([N+:22]([O-:24])=[O:23])=[CH:18][CH:17]=2)[CH:3]=1. Given the reactants [Cl:1][C:2]1[CH:13]=[CH:12][C:5]([O:6][C@@H:7]([CH3:11])[C:8]([OH:10])=[O:9])=[C:4]([OH:14])[CH:3]=1.F[C:16]1[CH:21]=[CH:20][C:19]([N+:22]([O-:24])=[O:23])=[CH:18][CH:17]=1.C(=O)([O-])[O-].[K+].[K+].O, predict the reaction product.